This data is from Forward reaction prediction with 1.9M reactions from USPTO patents (1976-2016). The task is: Predict the product of the given reaction. (1) Given the reactants [CH3:1][N:2]([CH3:14])[CH2:3][CH2:4][N:5]([CH3:13])[C:6]1[CH:7]=[CH:8][C:9]([NH2:12])=[N:10][CH:11]=1.Br[C:16]1[C:17](=[O:24])[N:18]([CH3:23])[CH:19]=[C:20]([Br:22])[CH:21]=1.C(=O)([O-])[O-].[Cs+].[Cs+].CC1(C)C2C(=C(P(C3C=CC=CC=3)C3C=CC=CC=3)C=CC=2)OC2C(P(C3C=CC=CC=3)C3C=CC=CC=3)=CC=CC1=2, predict the reaction product. The product is: [Br:22][C:20]1[CH:21]=[C:16]([NH:12][C:9]2[CH:8]=[CH:7][C:6]([N:5]([CH2:4][CH2:3][N:2]([CH3:14])[CH3:1])[CH3:13])=[CH:11][N:10]=2)[C:17](=[O:24])[N:18]([CH3:23])[CH:19]=1. (2) Given the reactants [ClH:1].C(OC([N:9]1[CH2:14][CH2:13][C:12](=[CH:15][C:16](=[O:27])[NH:17][CH2:18][C:19]2[CH:24]=[CH:23][C:22]([F:25])=[C:21]([F:26])[CH:20]=2)[CH2:11][CH2:10]1)=O)(C)(C)C, predict the reaction product. The product is: [ClH:1].[F:26][C:21]1[CH:20]=[C:19]([CH:24]=[CH:23][C:22]=1[F:25])[CH2:18][NH:17][C:16](=[O:27])[CH:15]=[C:12]1[CH2:13][CH2:14][NH:9][CH2:10][CH2:11]1. (3) Given the reactants [S:1]([C:5]1[CH:6]=[C:7]([CH:11]=[CH:12][CH:13]=1)[C:8]([OH:10])=[O:9])(=[O:4])(=[O:3])[NH2:2].S(=O)(=O)(O)O.[CH3:19]O, predict the reaction product. The product is: [S:1]([C:5]1[CH:6]=[C:7]([CH:11]=[CH:12][CH:13]=1)[C:8]([O:10][CH3:19])=[O:9])(=[O:3])(=[O:4])[NH2:2]. (4) Given the reactants [CH3:1][CH2:2][O:3][C:4]([CH:6](P(OCC)(OCC)=O)[F:7])=[O:5].C([N-]C(C)C)(C)C.[Li+].[CH2:24]([O:27][C:28]1[C:29]([C:42](=O)[CH2:43][CH3:44])=[CH:30][C:31]2[C:32]([CH3:41])([CH3:40])[CH2:33][CH2:34][C:35]([CH3:39])([CH3:38])[C:36]=2[CH:37]=1)[CH2:25][CH3:26], predict the reaction product. The product is: [CH2:24]([O:27][C:28]1[C:29](/[C:42](/[CH2:43][CH3:44])=[C:6](/[F:7])\[C:4]([O:3][CH2:2][CH3:1])=[O:5])=[CH:30][C:31]2[C:32]([CH3:41])([CH3:40])[CH2:33][CH2:34][C:35]([CH3:39])([CH3:38])[C:36]=2[CH:37]=1)[CH2:25][CH3:26]. (5) Given the reactants [F:1][C:2]([F:17])([F:16])[C:3]1[CH:8]=[C:7]([Cl:9])[CH:6]=[CH:5][C:4]=1[C:10]1[CH:15]=[CH:14][N:13]=[CH:12][CH:11]=1.ClC1C=CC=C(C(OO)=[O:26])C=1.S([O-])([O-])=O.[Na+].[Na+], predict the reaction product. The product is: [F:17][C:2]([F:16])([F:1])[C:3]1[CH:8]=[C:7]([Cl:9])[CH:6]=[CH:5][C:4]=1[C:10]1[CH:11]=[CH:12][N+:13]([O-:26])=[CH:14][CH:15]=1. (6) Given the reactants [CH3:1][C:2]1[C:3]([N+:9]([O-])=O)=[C:4]([OH:8])[CH:5]=[CH:6][CH:7]=1.C(=O)([O-])[O-].[K+].[K+].Br[CH2:19][C:20](OC)=[O:21], predict the reaction product. The product is: [CH3:1][C:2]1[C:3]2[NH:9][C:20](=[O:21])[CH2:19][O:8][C:4]=2[CH:5]=[CH:6][CH:7]=1. (7) Given the reactants Br[C:2]1[S:6][N:5]=[C:4]([CH3:7])[CH:3]=1.C([Mg]Cl)(C)C.I[C:14]1[CH:15]=[CH:16][C:17]2[N:18]([C:20]([CH2:23][C:24]3[CH:25]=[C:26]4[C:31](=[CH:32][CH:33]=3)[N:30]=[CH:29][C:28]([O:34][CH3:35])=[CH:27]4)=[N:21][N:22]=2)[N:19]=1.C1(P(C2C=CC=CC=2)C2C3OC4C(=CC=CC=4P(C4C=CC=CC=4)C4C=CC=CC=4)C(C)(C)C=3C=CC=2)C=CC=CC=1, predict the reaction product. The product is: [CH3:35][O:34][C:28]1[CH:29]=[N:30][C:31]2[C:26]([CH:27]=1)=[CH:25][C:24]([CH2:23][C:20]1[N:18]3[N:19]=[C:14]([C:2]4[S:6][N:5]=[C:4]([CH3:7])[CH:3]=4)[CH:15]=[CH:16][C:17]3=[N:22][N:21]=1)=[CH:33][CH:32]=2. (8) Given the reactants [CH:1]1([CH2:7][Mg]Br)[CH2:6][CH2:5][CH2:4][CH2:3][CH2:2]1.[O:10]=[C:11]1[CH2:16][CH2:15][N:14]([C:17]2[CH:27]=[CH:26][C:20]([C:21]([O:23][CH2:24][CH3:25])=[O:22])=[CH:19][CH:18]=2)[CH2:13][CH2:12]1, predict the reaction product. The product is: [CH:1]1([CH2:7][C:11]2([OH:10])[CH2:12][CH2:13][N:14]([C:17]3[CH:18]=[CH:19][C:20]([C:21]([O:23][CH2:24][CH3:25])=[O:22])=[CH:26][CH:27]=3)[CH2:15][CH2:16]2)[CH2:6][CH2:5][CH2:4][CH2:3][CH2:2]1. (9) Given the reactants Br[C:2]1[CH:3]=[C:4]([O:11][CH3:12])[CH:5]=[C:6]2[C:10]=1[NH:9][CH:8]=[CH:7]2.[Li]CCCC.[C:18](=[O:20])=[O:19], predict the reaction product. The product is: [CH3:12][O:11][C:4]1[CH:5]=[C:6]2[C:10](=[C:2]([C:18]([OH:20])=[O:19])[CH:3]=1)[NH:9][CH:8]=[CH:7]2.